Dataset: Forward reaction prediction with 1.9M reactions from USPTO patents (1976-2016). Task: Predict the product of the given reaction. (1) Given the reactants CC1C=CC(S(Cl)(=O)=[O:9])=CC=1.[F:12][C:13]([F:47])([F:46])[C:14]1[CH:15]=[C:16]([C@@H:24]([N:26]([CH3:45])[C:27]([N:29]2[CH2:34][CH2:33]/[C:32](=[N:35]/O)/[CH2:31][C@@H:30]2[C:37]2[CH:42]=[CH:41][C:40]([F:43])=[CH:39][C:38]=2[CH3:44])=[O:28])[CH3:25])[CH:17]=[C:18]([C:20]([F:23])([F:22])[F:21])[CH:19]=1, predict the reaction product. The product is: [F:47][C:13]([F:12])([F:46])[C:14]1[CH:15]=[C:16]([C@@H:24]([N:26]([CH3:45])[C:27]([N:29]2[C@@H:30]([C:37]3[CH:42]=[CH:41][C:40]([F:43])=[CH:39][C:38]=3[CH3:44])[CH2:31][C:32](=[O:9])[NH:35][CH2:33][CH2:34]2)=[O:28])[CH3:25])[CH:17]=[C:18]([C:20]([F:23])([F:21])[F:22])[CH:19]=1. (2) Given the reactants Br[C:2]1[S:6][C:5]([C:7]([S:10]([NH2:13])(=[O:12])=[O:11])([CH3:9])[CH3:8])=[N:4][CH:3]=1.[N+:14]([C:17]1[CH:18]=[C:19]([NH:32][C:33]2[N:38]=[C:37]([C:39]([F:42])([F:41])[F:40])[CH:36]=[CH:35][N:34]=2)[CH:20]=[C:21](B2OC(C)(C)C(C)(C)O2)[CH:22]=1)([O-:16])=[O:15].O1CCOCC1.C([O-])([O-])=O.[Na+].[Na+], predict the reaction product. The product is: [N+:14]([C:17]1[CH:22]=[C:21]([C:2]2[S:6][C:5]([C:7]([S:10]([NH2:13])(=[O:12])=[O:11])([CH3:9])[CH3:8])=[N:4][CH:3]=2)[CH:20]=[C:19]([NH:32][C:33]2[N:38]=[C:37]([C:39]([F:42])([F:41])[F:40])[CH:36]=[CH:35][N:34]=2)[CH:18]=1)([O-:16])=[O:15]. (3) Given the reactants [C:1]([O:5][C:6](=[O:20])[NH:7][C:8]1[CH:13]=[C:12]([C:14]([F:17])([F:16])[F:15])[C:11]([CH3:18])=[CH:10][C:9]=1[NH2:19])([CH3:4])([CH3:3])[CH3:2].C([O:25][C:26](=O)[CH2:27][C:28](=[O:41])[C:29]1[CH:34]=[CH:33][CH:32]=[C:31]([C:35]2[CH:40]=[N:39][CH:38]=[CH:37][N:36]=2)[CH:30]=1)(C)(C)C, predict the reaction product. The product is: [C:1]([O:5][C:6](=[O:20])[NH:7][C:8]1[CH:13]=[C:12]([C:14]([F:17])([F:16])[F:15])[C:11]([CH3:18])=[CH:10][C:9]=1[NH:19][C:26](=[O:25])[CH2:27][C:28](=[O:41])[C:29]1[CH:34]=[CH:33][CH:32]=[C:31]([C:35]2[CH:40]=[N:39][CH:38]=[CH:37][N:36]=2)[CH:30]=1)([CH3:4])([CH3:2])[CH3:3]. (4) Given the reactants [C:1]1([NH:7][C:8]2[N:13]=[CH:12][C:11](B3OC(C)(C)C(C)(C)O3)=[CH:10][N:9]=2)[CH:6]=[CH:5][CH:4]=[CH:3][CH:2]=1.[OH:23]O, predict the reaction product. The product is: [OH:23][C:11]1[CH:10]=[N:9][C:8]([NH:7][C:1]2[CH:6]=[CH:5][CH:4]=[CH:3][CH:2]=2)=[N:13][CH:12]=1. (5) Given the reactants [O:1]1[C:5]2[CH:6]=[C:7]([C:10]3([C:13]([OH:15])=[O:14])[CH2:12][CH2:11]3)[CH:8]=[CH:9][C:4]=2[CH:3]=[CH:2]1, predict the reaction product. The product is: [O:1]1[C:5]2[CH:6]=[C:7]([C:10]3([C:13]([OH:15])=[O:14])[CH2:12][CH2:11]3)[CH:8]=[CH:9][C:4]=2[CH2:3][CH2:2]1. (6) Given the reactants [CH:1]1[C:10]2[C:5](=[CH:6][CH:7]=[CH:8][CH:9]=2)[CH:4]=[CH:3][C:2]=1[CH2:11][C@H:12]([O:17][C:18](=[O:51])[C@@H:19]([NH:33][C:34](=[O:50])[C:35]1[CH:40]=[CH:39][CH:38]=[CH:37][C:36]=1[CH2:41][CH2:42][C:43]([O:45]C(C)(C)C)=[O:44])[CH2:20][CH2:21][CH2:22][C:23]([O:25][CH2:26][C:27]1[CH:32]=[CH:31][CH:30]=[CH:29][CH:28]=1)=[O:24])[CH2:13][C:14]([NH2:16])=[O:15], predict the reaction product. The product is: [CH:1]1[C:10]2[C:5](=[CH:6][CH:7]=[CH:8][CH:9]=2)[CH:4]=[CH:3][C:2]=1[CH2:11][C@H:12]([O:17][C:18](=[O:51])[C@@H:19]([NH:33][C:34](=[O:50])[C:35]1[CH:40]=[CH:39][CH:38]=[CH:37][C:36]=1[CH2:41][CH2:42][C:43]([OH:45])=[O:44])[CH2:20][CH2:21][CH2:22][C:23]([O:25][CH2:26][C:27]1[CH:28]=[CH:29][CH:30]=[CH:31][CH:32]=1)=[O:24])[CH2:13][C:14]([NH2:16])=[O:15]. (7) The product is: [C:1]([O:5][C:6]([N:8]1[CH2:14][CH2:13][C:12]2[C:15]([NH:20][CH2:21][C:22]3[CH:27]=[CH:26][C:25]([S:28][CH2:37][C:38]([O:40][CH3:41])=[O:39])=[CH:24][CH:23]=3)=[C:16]([Cl:19])[CH:17]=[CH:18][C:11]=2[CH2:10][CH2:9]1)=[O:7])([CH3:4])([CH3:3])[CH3:2]. Given the reactants [C:1]([O:5][C:6]([N:8]1[CH2:14][CH2:13][C:12]2[C:15]([NH:20][CH2:21][C:22]3[CH:27]=[CH:26][C:25]([S:28]C(=O)N(C)C)=[CH:24][CH:23]=3)=[C:16]([Cl:19])[CH:17]=[CH:18][C:11]=2[CH2:10][CH2:9]1)=[O:7])([CH3:4])([CH3:3])[CH3:2].[OH-].[K+].Br[CH2:37][C:38]([O:40][CH3:41])=[O:39], predict the reaction product. (8) Given the reactants [Cl:1][C:2]1[CH:3]=[C:4]2[C:9](=[CH:10][C:11]=1[O:12][C:13]1[CH:18]=[CH:17][C:16]([C:19](=[O:35])[NH:20][CH2:21][CH2:22][C:23]3[C:24]([N:32]([CH3:34])[CH3:33])=[N:25][C:26]([CH:29]4[CH2:31][CH2:30]4)=[CH:27][CH:28]=3)=[CH:15][CH:14]=1)[O:8][CH2:7][CH2:6][CH:5]2[C:36]([O:38]CC)=[O:37].[OH-].[Na+].C(O)C, predict the reaction product. The product is: [Cl:1][C:2]1[CH:3]=[C:4]2[C:9](=[CH:10][C:11]=1[O:12][C:13]1[CH:14]=[CH:15][C:16]([C:19](=[O:35])[NH:20][CH2:21][CH2:22][C:23]3[C:24]([N:32]([CH3:34])[CH3:33])=[N:25][C:26]([CH:29]4[CH2:31][CH2:30]4)=[CH:27][CH:28]=3)=[CH:17][CH:18]=1)[O:8][CH2:7][CH2:6][CH:5]2[C:36]([OH:38])=[O:37]. (9) Given the reactants Br[C:2]1[CH:3]=[C:4]2[C:9](=[CH:10][CH:11]=1)[N:8]=[C:7]([NH:12][CH2:13][CH2:14][C:15]1[CH:20]=[CH:19][CH:18]=[CH:17][N:16]=1)[N:6]=[CH:5]2.[C:21]1(B(O)O)[CH:26]=[CH:25][CH:24]=[CH:23][CH:22]=1.C([O-])([O-])=O.[Na+].[Na+], predict the reaction product. The product is: [C:21]1([C:2]2[CH:3]=[C:4]3[C:9](=[CH:10][CH:11]=2)[N:8]=[C:7]([NH:12][CH2:13][CH2:14][C:15]2[CH:20]=[CH:19][CH:18]=[CH:17][N:16]=2)[N:6]=[CH:5]3)[CH:26]=[CH:25][CH:24]=[CH:23][CH:22]=1.